Dataset: Reaction yield outcomes from USPTO patents with 853,638 reactions. Task: Predict the reaction yield, written as a fraction of the theoretical maximum amount of product (1.0 means a 100% yield; for example, 0.34 means a 34% yield). (1) The reactants are [BH4-].[Na+].[Cl:3][C:4]1[N:5]=[C:6]2[CH:11]=[CH:10][CH:9]=[CH:8][N:7]2[C:12]=1[CH:13]=[O:14].O. The catalyst is CCO. The product is [Cl:3][C:4]1[N:5]=[C:6]2[CH:11]=[CH:10][CH:9]=[CH:8][N:7]2[C:12]=1[CH2:13][OH:14]. The yield is 0.780. (2) The yield is 0.720. The product is [F:47][C:44]1[CH:45]=[CH:46][C:41]([CH:37]([C:38]([N:25]2[CH2:26][CH2:27][N:22]([C:20]3[C:21]4[C@H:13]([CH3:12])[S:14][CH2:15][C:16]=4[N:17]=[CH:18][N:19]=3)[CH2:23][CH2:24]2)=[O:39])[CH2:36][N:35]([CH:48]([CH3:49])[CH3:50])[C:33](=[O:34])[O:32][C:28]([CH3:30])([CH3:29])[CH3:31])=[CH:42][CH:43]=1. The reactants are CCN(C(C)C)C(C)C.Cl.Cl.[CH3:12][C@H:13]1[C:21]2[C:20]([N:22]3[CH2:27][CH2:26][NH:25][CH2:24][CH2:23]3)=[N:19][CH:18]=[N:17][C:16]=2[CH2:15][S:14]1.[C:28]([O:32][C:33]([N:35]([CH:48]([CH3:50])[CH3:49])[CH2:36][CH:37]([C:41]1[CH:46]=[CH:45][C:44]([F:47])=[CH:43][CH:42]=1)[C:38](O)=[O:39])=[O:34])([CH3:31])([CH3:30])[CH3:29].F[P-](F)(F)(F)(F)F.N1(OC(N(C)C)=[N+](C)C)C2C=CC=CC=2N=N1. The catalyst is C(Cl)Cl.CCOC(C)=O. (3) The reactants are C(OC([N:8]1[C:13]2[CH:14]=[C:15]([Cl:21])[C:16]([N:18]([CH3:20])[CH3:19])=[CH:17][C:12]=2[O:11][CH:10]([C:22]([N:24]2[CH2:29][CH2:28][C:27]([C:37]#[N:38])([CH2:30][C:31]3[CH:36]=[CH:35][N:34]=[CH:33][CH:32]=3)[CH2:26][CH2:25]2)=[O:23])[CH2:9]1)=O)(C)(C)C.FC(F)(F)C(O)=O. The catalyst is C(Cl)Cl. The product is [Cl:21][C:15]1[C:16]([N:18]([CH3:19])[CH3:20])=[CH:17][C:12]2[O:11][CH:10]([C:22]([N:24]3[CH2:29][CH2:28][C:27]([CH2:30][C:31]4[CH:32]=[CH:33][N:34]=[CH:35][CH:36]=4)([C:37]#[N:38])[CH2:26][CH2:25]3)=[O:23])[CH2:9][NH:8][C:13]=2[CH:14]=1. The yield is 0.610. (4) The reactants are [C:1]([C:4]1[CH:9]=[CH:8][C:7]([C:10]([F:13])([F:12])[F:11])=[CH:6][C:5]=1[NH:14][S:15]([C:18]([F:21])([F:20])[F:19])(=[O:17])=[O:16])(=O)[CH3:2].Cl.[CH2:23]([O:26][NH2:27])[CH:24]=[CH2:25].CC([O-])=O.[Na+]. The catalyst is CCO. The product is [CH2:23]([O:26][N:27]=[C:1]([C:4]1[CH:9]=[CH:8][C:7]([C:10]([F:11])([F:13])[F:12])=[CH:6][C:5]=1[NH:14][S:15]([C:18]([F:21])([F:19])[F:20])(=[O:17])=[O:16])[CH3:2])[CH:24]=[CH2:25]. The yield is 0.800. (5) The reactants are C[O:2][C:3]1[CH:8]=[CH:7][N:6]=[CH:5][CH:4]=1.Cl[C:10]([O:12][C:13]1[CH:18]=CC=C[CH:14]=1)=[O:11].[F:19][C:20]1[CH:28]=[CH:27][C:23]([CH2:24][Mg]Br)=[CH:22][CH:21]=1.[C:29](O[K])(C)(C)C. The catalyst is C1COCC1. The product is [C:13]([O:12][C:10]([N:6]1[CH:7]=[CH:8][C:3](=[O:2])[CH2:4][CH:5]1[CH2:24][C:23]1[CH:27]=[CH:28][C:20]([F:19])=[CH:21][CH:22]=1)=[O:11])([CH3:18])([CH3:29])[CH3:14]. The yield is 0.0400. (6) The reactants are [OH2:1].[OH-].[Na+].[CH3:4][N:5]([C:7]([N:9]=[C:10]([NH2:12])[NH2:11])=[NH:8])[CH3:6].Cl.C[C:15]([CH3:17])=[O:16]. No catalyst specified. The product is [CH3:4][N:5]([C:7]([NH:9][C:10]([NH2:12])=[NH:11])=[NH:8])[CH3:6].[C:15]([O-:1])(=[O:16])[CH3:17]. The yield is 0.924.